From a dataset of Reaction yield outcomes from USPTO patents with 853,638 reactions. Predict the reaction yield, written as a fraction of the theoretical maximum amount of product (1.0 means a 100% yield; for example, 0.34 means a 34% yield). (1) The reactants are Cl[C:2]1[C:7]([F:8])=[C:6]([N:9]2[CH2:14][CH2:13][N:12]([CH3:15])[CH2:11][C@@H:10]2[CH3:16])[N:5]=[C:4]([CH3:17])[N:3]=1.O.[NH2:19][NH2:20]. The catalyst is CS(C)=O. The product is [CH3:16][C@H:10]1[CH2:11][N:12]([CH3:15])[CH2:13][CH2:14][N:9]1[C:6]1[C:7]([F:8])=[C:2]([NH:19][NH2:20])[N:3]=[C:4]([CH3:17])[N:5]=1. The yield is 0.430. (2) The reactants are [NH2:1][C:2]1[CH:7]=[C:6]([CH3:8])[CH:5]=[C:4]([CH3:9])[C:3]=1[OH:10].C(N(CC)CC)C.[Br:18][C:19]1[CH:24]=[CH:23][C:22]([N:25]=[C:26]=S)=[CH:21][CH:20]=1. The catalyst is O1CCCC1. The product is [Br:18][C:19]1[CH:24]=[CH:23][C:22]([NH:25][C:26]2[O:10][C:3]3[C:4]([CH3:9])=[CH:5][C:6]([CH3:8])=[CH:7][C:2]=3[N:1]=2)=[CH:21][CH:20]=1. The yield is 0.890. (3) The reactants are Cl[C:2]1[C:10]2[C:9]3[CH2:11][NH:12][CH2:13][CH2:14][C:8]=3[NH:7][C:6]=2[N:5]=[CH:4][CH:3]=1.[NH2:15][C:16]1[CH:21]=[CH:20][C:19]([NH:22][C:23](=[O:30])[C:24]2[CH:29]=[CH:28][CH:27]=[CH:26][CH:25]=2)=[CH:18][CH:17]=1.CC(C1C=C(C(C)C)C(C2C=CC=CC=2P(C2CCCCC2)C2CCCCC2)=C(C(C)C)C=1)C.[OH-].[K+]. The catalyst is C(O)(C)(C)C.CC([O-])=O.CC([O-])=O.[Pd+2]. The product is [N:5]1[C:6]2[NH:7][C:8]3[CH2:14][CH2:13][NH:12][CH2:11][C:9]=3[C:10]=2[C:2]([NH:15][C:16]2[CH:21]=[CH:20][C:19]([NH:22][C:23](=[O:30])[C:24]3[CH:29]=[CH:28][CH:27]=[CH:26][CH:25]=3)=[CH:18][CH:17]=2)=[CH:3][CH:4]=1. The yield is 0.370. (4) The reactants are [Cl:1][C:2]1[C:3]([F:11])=[C:4]([C:7]([OH:10])=[CH:8][CH:9]=1)[CH:5]=[O:6].[Cl:12]Cl. The catalyst is C(O)(=O)C.O. The product is [Cl:1][C:2]1[C:3]([F:11])=[C:4]([C:7]([OH:10])=[C:8]([Cl:12])[CH:9]=1)[CH:5]=[O:6]. The yield is 0.850. (5) The reactants are [OH:1][CH2:2][C@@H:3]1[C@:12]2([CH3:13])[C@H:7]([C:8]([CH3:15])([CH3:14])[CH2:9][CH2:10][CH2:11]2)[CH2:6][CH2:5][C@@:4]1([CH3:17])[OH:16].C(N(CC)CC)C.[CH3:25][S:26](Cl)(=[O:28])=[O:27]. The catalyst is CN(C=O)C. The product is [CH3:25][S:26]([O:1][CH2:2][C@@H:3]1[C@:12]2([CH3:13])[C@H:7]([C:8]([CH3:15])([CH3:14])[CH2:9][CH2:10][CH2:11]2)[CH2:6][CH2:5][C@:4]1([OH:16])[CH3:17])(=[O:28])=[O:27]. The yield is 0.970. (6) The reactants are [Cl:1][C:2]1[CH:3]=[C:4]([CH:18]=[CH:19][C:20]=1[Cl:21])[CH2:5][O:6][CH:7]([C:11]1[CH:16]=[CH:15][C:14]([Cl:17])=[CH:13][CH:12]=1)[C:8]([OH:10])=O.[NH2:22][C:23]1[S:24][CH:25]=[CH:26][N:27]=1. The catalyst is C1COCC1. The product is [Cl:1][C:2]1[CH:3]=[C:4]([CH:18]=[CH:19][C:20]=1[Cl:21])[CH2:5][O:6][CH:7]([C:11]1[CH:16]=[CH:15][C:14]([Cl:17])=[CH:13][CH:12]=1)[C:8]([NH:22][C:23]1[S:24][CH:25]=[CH:26][N:27]=1)=[O:10]. The yield is 0.650.